From a dataset of Forward reaction prediction with 1.9M reactions from USPTO patents (1976-2016). Predict the product of the given reaction. Given the reactants Br[C:2]1[CH:3]=[CH:4][C:5]([N:19]([CH:23]2[CH2:25][CH2:24]2)[CH:20]2[CH2:22][CH2:21]2)=[C:6]([NH:8][C:9]([NH:11][C:12]2[CH:17]=[CH:16][C:15]([CH3:18])=[CH:14][CH:13]=2)=[O:10])[CH:7]=1.B([C:29]1[CH:37]=[C:36]([F:38])[CH:35]=[CH:34][C:30]=1[C:31]([OH:33])=[O:32])(O)O.C(=O)([O-])[O-].[K+].[K+], predict the reaction product. The product is: [CH:20]1([N:19]([CH:23]2[CH2:25][CH2:24]2)[C:5]2[CH:4]=[CH:3][C:2]([C:29]3[C:30]([C:31]([OH:33])=[O:32])=[CH:34][CH:35]=[C:36]([F:38])[CH:37]=3)=[CH:7][C:6]=2[NH:8][C:9]([NH:11][C:12]2[CH:17]=[CH:16][C:15]([CH3:18])=[CH:14][CH:13]=2)=[O:10])[CH2:22][CH2:21]1.